Predict the reaction yield, written as a fraction of the theoretical maximum amount of product (1.0 means a 100% yield; for example, 0.34 means a 34% yield). From a dataset of Reaction yield outcomes from USPTO patents with 853,638 reactions. The reactants are [CH3:1][C:2]([CH3:5])([O-])[CH3:3].[K+].CC(N(C)C)=O.[CH:13]([NH2:15])=O.BrC1[C:26]2[N:27]=[CH:28][NH:29][C:25]=2[C:24]2[CH:23]=[CH:22][CH:21]=[CH:20][C:19]=2[N:18]=1. The catalyst is O. The product is [CH2:1]([N:29]1[C:25]2[C:24]3[CH:23]=[CH:22][CH:21]=[CH:20][C:19]=3[N:18]=[C:13]([NH2:15])[C:26]=2[N:27]=[CH:28]1)[CH:2]([CH3:5])[CH3:3]. The yield is 0.754.